Dataset: Rat liver microsome stability data. Task: Regression/Classification. Given a drug SMILES string, predict its absorption, distribution, metabolism, or excretion properties. Task type varies by dataset: regression for continuous measurements (e.g., permeability, clearance, half-life) or binary classification for categorical outcomes (e.g., BBB penetration, CYP inhibition). Dataset: rlm. (1) The drug is COCCNCc1ccc(C=Cc2cncc(C#N)c2Nc2ccc3[nH]ccc3c2C)cc1. The result is 1 (stable in rat liver microsomes). (2) The molecule is Cn1cc(Br)c(C(=O)N2CCN(CCc3ccc(F)cc3F)CC2)n1. The result is 1 (stable in rat liver microsomes).